The task is: Predict the product of the given reaction.. This data is from Forward reaction prediction with 1.9M reactions from USPTO patents (1976-2016). (1) Given the reactants [N+:1]([C:4]1[CH:5]=[CH:6][C:7]([NH:10][NH2:11])=[N:8][CH:9]=1)([O-:3])=[O:2].[CH2:12]([O:14][C:15](=[O:23])[CH:16]([C:20](=O)[CH3:21])[C:17](=O)[CH3:18])[CH3:13].N1C=CC=CC=1, predict the reaction product. The product is: [CH2:12]([O:14][C:15]([C:16]1[C:17]([CH3:18])=[N:11][N:10]([C:7]2[CH:6]=[CH:5][C:4]([N+:1]([O-:3])=[O:2])=[CH:9][N:8]=2)[C:20]=1[CH3:21])=[O:23])[CH3:13]. (2) Given the reactants [Na].[CH2:2]([OH:5])[CH2:3][OH:4].F[C:7]1[CH:14]=[CH:13][C:10]([C:11]#[N:12])=[CH:9][C:8]=1[N+:15]([O-:17])=[O:16], predict the reaction product. The product is: [OH:4][CH2:3][CH2:2][O:5][C:7]1[CH:14]=[CH:13][C:10]([C:11]#[N:12])=[CH:9][C:8]=1[N+:15]([O-:17])=[O:16]. (3) Given the reactants S(O[CH:12]1[CH2:17][CH2:16][CH2:15][N:14]([C:18]([O:20][C:21]([CH3:24])([CH3:23])[CH3:22])=[O:19])[CH2:13]1)(C1C=CC(C)=CC=1)(=O)=O.[NH2:25][C:26]1[NH:30][N:29]=[C:28]([C:31]2[CH:36]=[CH:35][C:34]([O:37][C:38]3[CH:43]=[CH:42][CH:41]=[CH:40][CH:39]=3)=[CH:33][CH:32]=2)[C:27]=1[C:44]#[N:45].C([O-])([O-])=O.[Cs+].[Cs+], predict the reaction product. The product is: [NH2:25][C:26]1[N:30]([CH:12]2[CH2:17][CH2:16][CH2:15][N:14]([C:18]([O:20][C:21]([CH3:22])([CH3:23])[CH3:24])=[O:19])[CH2:13]2)[N:29]=[C:28]([C:31]2[CH:32]=[CH:33][C:34]([O:37][C:38]3[CH:43]=[CH:42][CH:41]=[CH:40][CH:39]=3)=[CH:35][CH:36]=2)[C:27]=1[C:44]#[N:45]. (4) The product is: [CH2:1]([N:8]1[C:9](=[O:24])[CH:10]2[NH:16][CH:13]([CH2:12][CH2:11]2)[C:14]1=[O:15])[C:2]1[CH:3]=[CH:4][CH:5]=[CH:6][CH:7]=1. Given the reactants [CH2:1]([N:8]1[C:14](=[O:15])[CH:13]2[N:16](CC3C=CC=CC=3)[CH:10]([CH2:11][CH2:12]2)[C:9]1=[O:24])[C:2]1[CH:7]=[CH:6][CH:5]=[CH:4][CH:3]=1.Cl, predict the reaction product. (5) Given the reactants [CH:1]1([CH2:4][N:5]2[CH2:10][CH2:9][CH:8]([C:11]([N:13]3[CH2:17][CH:16]([NH:18][CH3:19])[CH:15]([C:20]4[CH:25]=[CH:24][C:23]([Cl:26])=[C:22]([Cl:27])[CH:21]=4)[CH2:14]3)=[O:12])[CH2:7][CH2:6]2)[CH2:3][CH2:2]1.[F:28][C:29]1[C:34]([F:35])=[CH:33][CH:32]=[CH:31][C:30]=1[CH2:36][C:37]([OH:39])=O, predict the reaction product. The product is: [CH:1]1([CH2:4][N:5]2[CH2:6][CH2:7][CH:8]([C:11]([N:13]3[CH2:14][CH:15]([C:20]4[CH:25]=[CH:24][C:23]([Cl:26])=[C:22]([Cl:27])[CH:21]=4)[CH:16]([N:18]([CH3:19])[C:37](=[O:39])[CH2:36][C:30]4[CH:31]=[CH:32][CH:33]=[C:34]([F:35])[C:29]=4[F:28])[CH2:17]3)=[O:12])[CH2:9][CH2:10]2)[CH2:3][CH2:2]1. (6) Given the reactants [ClH:1].[N:2]1([CH:6]2[CH2:23][CH2:22][C:9]3([CH2:14][CH2:13][N:12](C(OCCCC)=O)[CH2:11][CH2:10]3)[CH2:8][CH2:7]2)[CH2:5][CH2:4][CH2:3]1, predict the reaction product. The product is: [ClH:1].[ClH:1].[N:2]1([CH:6]2[CH2:7][CH2:8][C:9]3([CH2:14][CH2:13][NH:12][CH2:11][CH2:10]3)[CH2:22][CH2:23]2)[CH2:3][CH2:4][CH2:5]1. (7) Given the reactants Cl.[Cl:2][C:3]1[CH:8]=[CH:7][CH:6]=[CH:5][C:4]=1[NH:9][C:10](=[O:13])[NH:11][NH2:12].[O:14]=[C:15]1[C:23](=O)[C:22]2[C:17](=[CH:18][CH:19]=[C:20]([S:25][CH2:26][CH2:27][C:28]3[CH:36]=[CH:35][C:31]([C:32]([OH:34])=[O:33])=[CH:30][CH:29]=3)[CH:21]=2)[N:16]1[CH2:37][CH2:38][CH2:39][CH2:40][CH2:41][CH2:42][CH3:43], predict the reaction product. The product is: [Cl:2][C:3]1[CH:8]=[CH:7][CH:6]=[CH:5][C:4]=1[NH:9][C:10]([NH:11][N:12]=[C:23]1[C:22]2[C:17](=[CH:18][CH:19]=[C:20]([S:25][CH2:26][CH2:27][C:28]3[CH:29]=[CH:30][C:31]([C:32]([OH:34])=[O:33])=[CH:35][CH:36]=3)[CH:21]=2)[N:16]([CH2:37][CH2:38][CH2:39][CH2:40][CH2:41][CH2:42][CH3:43])[C:15]1=[O:14])=[O:13]. (8) The product is: [CH3:1][O:2][C:3]([C:5]1[CH:25]=[CH:24][C:8]2[N:9]([CH2:34][CH2:33][C:30]3[CH:31]=[CH:32][C:27]([Cl:26])=[CH:28][CH:29]=3)[C:10]([C:12](=[O:23])[NH:13][CH:14]3[CH2:19][CH2:18][N:17]([CH:20]([CH3:22])[CH3:21])[CH2:16][CH2:15]3)=[N:11][C:7]=2[CH:6]=1)=[O:4].[CH3:1][O:2][C:3]([C:5]1[CH:25]=[CH:24][C:8]2[N:9]=[C:10]([C:12](=[O:23])[NH:13][CH:14]3[CH2:19][CH2:18][N:17]([CH:20]([CH3:22])[CH3:21])[CH2:16][CH2:15]3)[N:11]([CH2:34][CH2:33][C:30]3[CH:31]=[CH:32][C:27]([Cl:26])=[CH:28][CH:29]=3)[C:7]=2[CH:6]=1)=[O:4]. Given the reactants [CH3:1][O:2][C:3]([C:5]1[CH:25]=[CH:24][C:8]2[NH:9][C:10]([C:12](=[O:23])[NH:13][CH:14]3[CH2:19][CH2:18][N:17]([CH:20]([CH3:22])[CH3:21])[CH2:16][CH2:15]3)=[N:11][C:7]=2[CH:6]=1)=[O:4].[Cl:26][C:27]1[CH:32]=[CH:31][C:30]([CH2:33][CH2:34]Cl)=[CH:29][CH:28]=1.CC#N.O, predict the reaction product. (9) Given the reactants [OH:1][P:2]([O-:5])([O-:4])=[O:3].[K+:6].[K+].[O-:8][P:9]([O-:12])([O-:11])=[O:10].[K+].[K+].[K+], predict the reaction product. The product is: [OH:3][P:2]([O-:5])([O-:4])=[O:1].[K+:6].[K+:6].[O-:10][P:9]([O-:12])([O-:11])=[O:8].[K+:6].[K+:6].[K+:6]. (10) Given the reactants [N:1]([CH2:4][CH:5]=[CH2:6])=[C:2]=[O:3].[NH2:7][C:8]1[CH:34]=[CH:33][C:11]([CH2:12][NH:13][C:14]2[O:15][C:16]([C:19]3[CH:28]=[CH:27][C:26]4[C:25]([CH3:30])([CH3:29])[CH2:24][CH2:23][C:22]([CH3:32])([CH3:31])[C:21]=4[CH:20]=3)=[N:17][N:18]=2)=[CH:10][CH:9]=1, predict the reaction product. The product is: [CH2:4]([NH:1][C:2]([NH:7][C:8]1[CH:34]=[CH:33][C:11]([CH2:12][NH:13][C:14]2[O:15][C:16]([C:19]3[CH:28]=[CH:27][C:26]4[C:25]([CH3:30])([CH3:29])[CH2:24][CH2:23][C:22]([CH3:32])([CH3:31])[C:21]=4[CH:20]=3)=[N:17][N:18]=2)=[CH:10][CH:9]=1)=[O:3])[CH2:5][CH3:6].